This data is from Catalyst prediction with 721,799 reactions and 888 catalyst types from USPTO. The task is: Predict which catalyst facilitates the given reaction. (1) Reactant: O.[OH-].[Li+].[CH:4]1([C@H:10]([NH:15][C:16]([C:18]2[CH:23]=[CH:22][C:21]([F:24])=[CH:20][C:19]=2[NH:25][C:26]([NH:28][C:29]2[C:34]([CH3:35])=[CH:33][C:32]([CH2:36][CH:37]3[CH2:39][CH2:38]3)=[CH:31][C:30]=2[CH3:40])=[O:27])=[O:17])[C:11]([O:13]C)=[O:12])[CH2:9][CH2:8][CH2:7][CH2:6][CH2:5]1.CO.Cl. The catalyst class is: 20. Product: [CH:4]1([C@H:10]([NH:15][C:16]([C:18]2[CH:23]=[CH:22][C:21]([F:24])=[CH:20][C:19]=2[NH:25][C:26]([NH:28][C:29]2[C:34]([CH3:35])=[CH:33][C:32]([CH2:36][CH:37]3[CH2:39][CH2:38]3)=[CH:31][C:30]=2[CH3:40])=[O:27])=[O:17])[C:11]([OH:13])=[O:12])[CH2:5][CH2:6][CH2:7][CH2:8][CH2:9]1. (2) Reactant: [CH3:1][O:2][C:3](=[O:17])[CH2:4][C:5]1[CH:10]=[CH:9][C:8]([O:11][CH2:12][CH:13]2[CH2:15][CH2:14]2)=[C:7](Br)[CH:6]=1.[F:18][C:19]([F:30])([F:29])[C:20]1[CH:25]=[CH:24][C:23](B(O)O)=[CH:22][CH:21]=1.C([O-])([O-])=O.[Cs+].[Cs+]. Product: [CH3:1][O:2][C:3](=[O:17])[CH2:4][C:5]1[CH:6]=[C:7]([C:23]2[CH:24]=[CH:25][C:20]([C:19]([F:30])([F:29])[F:18])=[CH:21][CH:22]=2)[C:8]([O:11][CH2:12][CH:13]2[CH2:15][CH2:14]2)=[CH:9][CH:10]=1. The catalyst class is: 57.